From a dataset of Full USPTO retrosynthesis dataset with 1.9M reactions from patents (1976-2016). Predict the reactants needed to synthesize the given product. (1) Given the product [CH3:19][N:9]([CH3:8])[CH2:10][CH2:11][CH2:12][C:13]1[CH:17]=[C:16]([CH3:18])[NH:15][C:14]=1[CH:7]=[O:6], predict the reactants needed to synthesize it. The reactants are: C([O:6][CH3:7])(OC)OC.[CH3:8][N:9]([CH3:19])[CH2:10][CH2:11][CH2:12][C:13]1[CH2:17][C:16]([CH3:18])=[N:15][CH:14]=1. (2) The reactants are: [CH3:1][C:2]1[CH:7]=[CH:6][N:5]=[CH:4][C:3]=1[N:8]1[CH2:12][CH2:11][NH:10][C:9]1=[O:13].Br[C:15]1[CH:20]=[CH:19][C:18]([F:21])=[C:17]([C:22]([F:25])([F:24])[F:23])[CH:16]=1.N[C@@H]1CCCC[C@H]1N.P([O-])([O-])([O-])=O.[K+].[K+].[K+]. Given the product [F:21][C:18]1[CH:19]=[CH:20][C:15]([N:10]2[CH2:11][CH2:12][N:8]([C:3]3[CH:4]=[N:5][CH:6]=[CH:7][C:2]=3[CH3:1])[C:9]2=[O:13])=[CH:16][C:17]=1[C:22]([F:23])([F:24])[F:25], predict the reactants needed to synthesize it. (3) Given the product [Br:25][C:26]1[CH:27]=[C:28]2[C:32](=[CH:33][CH:34]=1)[NH:31][C:30](=[O:35])/[C:29]/2=[CH:15]\[C:12]1[NH:11][C:7]2[CH2:8][CH2:9][CH2:10][N:4]([CH2:3][C@H:2]([OH:1])[CH2:18][N:19]3[CH2:20][CH2:21][O:22][CH2:23][CH2:24]3)[C:5](=[O:17])[C:6]=2[C:13]=1[CH3:14], predict the reactants needed to synthesize it. The reactants are: [OH:1][CH:2]([CH2:18][N:19]1[CH2:24][CH2:23][O:22][CH2:21][CH2:20]1)[CH2:3][N:4]1[CH2:10][CH2:9][CH2:8][C:7]2[NH:11][C:12]([CH:15]=O)=[C:13]([CH3:14])[C:6]=2[C:5]1=[O:17].[Br:25][C:26]1[CH:27]=[C:28]2[C:32](=[CH:33][CH:34]=1)[NH:31][C:30](=[O:35])[CH2:29]2.